From a dataset of HIV replication inhibition screening data with 41,000+ compounds from the AIDS Antiviral Screen. Binary Classification. Given a drug SMILES string, predict its activity (active/inactive) in a high-throughput screening assay against a specified biological target. (1) The molecule is Cc1cc([N+](=O)[O-])ccc1Nc1cccc(Cl)c1C. The result is 0 (inactive). (2) The drug is CCCCCCCCCCCCCCCCNC(=S)NC=C(C#N)C(=O)OC. The result is 0 (inactive). (3) The compound is COCC(=O)OC1CCn2c1nc1c2C(=O)C(C)=C(NC(C)=O)C1=N. The result is 0 (inactive). (4) The compound is C[Si](C)(C)c1ccc(CC2(Cc3ccc([Si](C)(C)C)cc3)CCNC2)cc1. The result is 0 (inactive). (5) The compound is COc1ccc(-c2nc(O)c3cc([N+](=O)[O-])ccc3n2)cc1. The result is 0 (inactive). (6) The drug is Cc1cn(C2OC3CN(O)C(C)C3(O)C2O)c(=O)[nH]c1=O. The result is 0 (inactive).